From a dataset of Forward reaction prediction with 1.9M reactions from USPTO patents (1976-2016). Predict the product of the given reaction. Given the reactants [OH-].[Na+].C[O:4][C:5]([C:7]1[CH:8]=[N:9][C:10]([CH2:14][NH:15][C:16]([NH:18][CH:19]2[C:25]3[CH:26]=[N:27][CH:28]=[CH:29][C:24]=3[CH2:23][CH2:22][C:21]3[C:30]([F:34])=[CH:31][CH:32]=[CH:33][C:20]2=3)=[S:17])=[C:11]([Cl:13])[CH:12]=1)=[O:6], predict the reaction product. The product is: [Cl:13][C:11]1[CH:12]=[C:7]([C:5]([OH:6])=[O:4])[CH:8]=[N:9][C:10]=1[CH2:14][NH:15][C:16]([NH:18][CH:19]1[C:25]2[CH:26]=[N:27][CH:28]=[CH:29][C:24]=2[CH2:23][CH2:22][C:21]2[C:30]([F:34])=[CH:31][CH:32]=[CH:33][C:20]1=2)=[S:17].